From a dataset of Peptide-MHC class I binding affinity with 185,985 pairs from IEDB/IMGT. Regression. Given a peptide amino acid sequence and an MHC pseudo amino acid sequence, predict their binding affinity value. This is MHC class I binding data. (1) The peptide sequence is GVKVRVWLF. The MHC is HLA-A80:01 with pseudo-sequence HLA-A80:01. The binding affinity (normalized) is 0.0847. (2) The peptide sequence is VVGWFLYL. The MHC is H-2-Db with pseudo-sequence H-2-Db. The binding affinity (normalized) is 0.0108. (3) The peptide sequence is PSLPSPSR. The MHC is HLA-A33:01 with pseudo-sequence HLA-A33:01. The binding affinity (normalized) is 0.185. (4) The peptide sequence is SAVFKDSFLR. The MHC is HLA-A11:01 with pseudo-sequence HLA-A11:01. The binding affinity (normalized) is 0.646. (5) The peptide sequence is GLEAYIQGI. The MHC is HLA-A23:01 with pseudo-sequence HLA-A23:01. The binding affinity (normalized) is 0.0847. (6) The peptide sequence is RPIVSTQLL. The MHC is HLA-B58:01 with pseudo-sequence HLA-B58:01. The binding affinity (normalized) is 0.0847. (7) The peptide sequence is AYIDNYNKV. The MHC is HLA-B27:05 with pseudo-sequence HLA-B27:05. The binding affinity (normalized) is 0.